This data is from Forward reaction prediction with 1.9M reactions from USPTO patents (1976-2016). The task is: Predict the product of the given reaction. Given the reactants [CH2:1]([CH:8]1[CH2:13][CH2:12][N:11]([CH2:14][CH2:15][CH2:16][N:17]([CH2:28][C:29]2[CH:34]=[CH:33][CH:32]=[CH:31][C:30]=2[O:35]C(C)(C)C)[CH2:18][CH2:19][NH:20]C(=O)OC(C)(C)C)[CH2:10][CH2:9]1)[C:2]1[CH:7]=[CH:6][CH:5]=[CH:4][CH:3]=1.N, predict the reaction product. The product is: [NH2:20][CH2:19][CH2:18][N:17]([CH2:28][C:29]1[CH:34]=[CH:33][CH:32]=[CH:31][C:30]=1[OH:35])[CH2:16][CH2:15][CH2:14][N:11]1[CH2:10][CH2:9][CH:8]([CH2:1][C:2]2[CH:7]=[CH:6][CH:5]=[CH:4][CH:3]=2)[CH2:13][CH2:12]1.